Dataset: Reaction yield outcomes from USPTO patents with 853,638 reactions. Task: Predict the reaction yield, written as a fraction of the theoretical maximum amount of product (1.0 means a 100% yield; for example, 0.34 means a 34% yield). (1) The reactants are Br[C:2]1[CH:3]=[C:4]([CH:6]=[CH:7][C:8]=1[Br:9])[NH2:5].C[Si]([C:14]#[CH:15])(C)C.C([O-])([O-])=O.[K+].[K+]. The catalyst is C(N(CC)CC)C.O.[Cu]Br. The product is [Br:9][C:8]1[CH:7]=[CH:6][C:4]([NH2:5])=[CH:3][C:2]=1[C:14]#[CH:15]. The yield is 0.450. (2) The reactants are BrC1C=NC2N=C(N3CC(NC)C3)C3N(C=NN=3)C=2C=1.BrC1C=NC2=NC(N3CC(N(C)C(=O)OC(C)(C)C)C3)=C(Cl)N=C2C=1.[Br:46][C:47]1[CH:73]=[N:72][C:50]2[N:51]=[C:52]([N:58]3[CH2:61][C:60]([N:63]([CH3:71])[C:64](=[O:70])[O:65]C(C)(C)C)(C)[CH2:59]3)[C:53]3[N:54]([CH:55]=[N:56][N:57]=3)[C:49]=2[CH:48]=1. No catalyst specified. The product is [Br:46][C:47]1[CH:73]=[N:72][C:50]2[N:51]=[C:52]([N:58]3[CH2:61][CH:60]([N:63]([CH3:71])[C:64](=[O:65])[OH:70])[CH2:59]3)[C:53]3[N:54]([CH:55]=[N:56][N:57]=3)[C:49]=2[CH:48]=1. The yield is 0.00500. (3) The reactants are [Si:1]([O:8][C@H:9]([C@H:17]([O:21][Si:22]([C:25]([CH3:28])([CH3:27])[CH3:26])([CH3:24])[CH3:23])/[CH:18]=[CH:19]/I)[CH2:10][CH2:11][CH2:12][C:13]([O:15][CH3:16])=[O:14])([C:4]([CH3:7])([CH3:6])[CH3:5])([CH3:3])[CH3:2].[Br:29][C:30]1[CH:35]=[CH:34][CH:33]=[CH:32][C:31]=1B(O)O.C(=O)([O-])[O-].[K+].[K+]. The catalyst is C1C=CC([P]([Pd]([P](C2C=CC=CC=2)(C2C=CC=CC=2)C2C=CC=CC=2)([P](C2C=CC=CC=2)(C2C=CC=CC=2)C2C=CC=CC=2)[P](C2C=CC=CC=2)(C2C=CC=CC=2)C2C=CC=CC=2)(C2C=CC=CC=2)C2C=CC=CC=2)=CC=1.O1CCOCC1. The product is [Br:29][C:30]1[CH:35]=[CH:34][CH:33]=[CH:32][C:31]=1/[CH:19]=[CH:18]/[C@@H:17]([O:21][Si:22]([C:25]([CH3:28])([CH3:27])[CH3:26])([CH3:24])[CH3:23])[C@@H:9]([O:8][Si:1]([C:4]([CH3:7])([CH3:6])[CH3:5])([CH3:3])[CH3:2])[CH2:10][CH2:11][CH2:12][C:13]([O:15][CH3:16])=[O:14]. The yield is 0.700. (4) The reactants are C[O:2][C:3](=[O:19])[C:4]1[CH:9]=[CH:8][C:7]([N+:10]([O-:12])=[O:11])=[C:6]([O:13][CH:14]2[CH2:18][CH2:17][O:16][CH2:15]2)[CH:5]=1.[OH-].[Li+]. The catalyst is C1COCC1.O. The product is [N+:10]([C:7]1[CH:8]=[CH:9][C:4]([C:3]([OH:19])=[O:2])=[CH:5][C:6]=1[O:13][CH:14]1[CH2:18][CH2:17][O:16][CH2:15]1)([O-:12])=[O:11]. The yield is 0.880. (5) The reactants are [NH2:1][C:2]1[C:7]2[N:8]=[C:9]([S:24][C:25]3[C:33]([Cl:34])=[CH:32][C:28]4[O:29][CH2:30][O:31][C:27]=4[CH:26]=3)[N:10]([CH2:11][CH2:12][N:13]3C(=O)C4C(=CC=CC=4)C3=O)[C:6]=2[CH:5]=[CH:4][N:3]=1. The catalyst is C(Cl)Cl.CCO. The product is [NH2:13][CH2:12][CH2:11][N:10]1[C:6]2[CH:5]=[CH:4][N:3]=[C:2]([NH2:1])[C:7]=2[N:8]=[C:9]1[S:24][C:25]1[C:33]([Cl:34])=[CH:32][C:28]2[O:29][CH2:30][O:31][C:27]=2[CH:26]=1. The yield is 0.770.